This data is from Catalyst prediction with 721,799 reactions and 888 catalyst types from USPTO. The task is: Predict which catalyst facilitates the given reaction. (1) Reactant: [O:1]1[CH:3]([CH2:4][CH2:5][CH3:6])[CH2:2]1.[NH2:7][C@H:8]1[C:21]2[C:12](=[CH:13][C:14]3[C:15]([CH3:23])=[CH:16][C:17]([Cl:22])=[N:18][C:19]=3[CH:20]=2)[O:11][C:10]([CH3:25])([CH3:24])[C@@H:9]1[OH:26].Cl([O-])(=O)(=O)=O.[Li+].C(OCC)(=O)C. Product: [Cl:22][C:17]1[CH:16]=[C:15]([CH3:23])[C:14]2[CH:13]=[C:12]3[O:11][C:10]([CH3:24])([CH3:25])[C@H:9]([OH:26])[C@@H:8]([NH:7][CH2:2][CH:3]([OH:1])[CH2:4][CH2:5][CH3:6])[C:21]3=[CH:20][C:19]=2[N:18]=1. The catalyst class is: 12. (2) Reactant: C[O:2][C:3](=[O:13])[CH:4]([C:6]1[CH:11]=[CH:10][C:9]([F:12])=[CH:8][CH:7]=1)[OH:5].[F:14][C:15]1[CH:20]=[CH:19][C:18]([OH:21])=[CH:17][CH:16]=1.[NH2:22][C:23]1[CH:28]=[CH:27][CH:26]=[CH:25][N:24]=1. Product: [F:14][C:15]1[CH:20]=[CH:19][C:18]([O:5][CH:4]([C:6]2[CH:11]=[CH:10][C:9]([F:12])=[CH:8][CH:7]=2)[C:3]([OH:2])=[O:13])=[CH:17][CH:16]=1.[F:14][C:15]1[CH:20]=[CH:19][C:18]([O:21][CH:4]([C:6]2[CH:7]=[CH:8][C:9]([F:12])=[CH:10][CH:11]=2)[C:3]([NH:22][C:23]2[CH:28]=[CH:27][CH:26]=[CH:25][N:24]=2)=[O:13])=[CH:17][CH:16]=1. The catalyst class is: 1.